From a dataset of Peptide-MHC class I binding affinity with 185,985 pairs from IEDB/IMGT. Regression. Given a peptide amino acid sequence and an MHC pseudo amino acid sequence, predict their binding affinity value. This is MHC class I binding data. (1) The peptide sequence is TSASEIKDR. The binding affinity (normalized) is 0.0898. The MHC is HLA-A31:01 with pseudo-sequence HLA-A31:01. (2) The peptide sequence is FHAPPPSVC. The MHC is HLA-A02:03 with pseudo-sequence HLA-A02:03. The binding affinity (normalized) is 0.0847. (3) The peptide sequence is IVPEFAKQYV. The binding affinity (normalized) is 0.750. The MHC is HLA-A02:06 with pseudo-sequence HLA-A02:06. (4) The peptide sequence is MSRRRIYVL. The MHC is BoLA-HD6 with pseudo-sequence BoLA-HD6. The binding affinity (normalized) is 1.00. (5) The peptide sequence is PIQKETWDTW. The MHC is HLA-A29:02 with pseudo-sequence HLA-A29:02. The binding affinity (normalized) is 0. (6) The MHC is HLA-A03:01 with pseudo-sequence HLA-A03:01. The peptide sequence is VLFGLGFAI. The binding affinity (normalized) is 0.127.